This data is from Full USPTO retrosynthesis dataset with 1.9M reactions from patents (1976-2016). The task is: Predict the reactants needed to synthesize the given product. (1) Given the product [OH:43][C:28]1[CH:20]=[C:17]([OH:19])[CH:18]=[CH:30][C:27]=1[CH:8]1[CH2:7][C:6]2[C:11](=[CH:12][C:3]([O:2][CH3:1])=[CH:4][CH:5]=2)[C:10]([CH3:13])([CH3:14])[C:9]1=[O:15], predict the reactants needed to synthesize it. The reactants are: [CH3:1][O:2][C:3]1[CH:12]=[C:11]2[C:6]([CH2:7][CH2:8][C:9](=[O:15])[C:10]2([CH3:14])[CH3:13])=[CH:5][CH:4]=1.C[C:17]([CH3:20])([O-:19])[CH3:18].[Na+].F[B-](F)(F)F.[C:27]([PH+](C(C)(C)C)C(C)(C)C)([CH3:30])(C)[CH3:28].FC(F)(F)C(O)=[O:43].P([O-])([O-])(O)=O.[K+].[K+]. (2) Given the product [N:14]1[CH:15]=[CH:16][C:11]([C:8]2[N:6]3[N:7]=[C:2]([NH2:17])[CH:3]=[CH:4][C:5]3=[N:10][CH:9]=2)=[CH:12][CH:13]=1, predict the reactants needed to synthesize it. The reactants are: Cl[C:2]1[CH:3]=[CH:4][C:5]2[N:6]([C:8]([C:11]3[CH:16]=[CH:15][N:14]=[CH:13][CH:12]=3)=[CH:9][N:10]=2)[N:7]=1.[NH4+:17].[OH-]. (3) The reactants are: [CH3:1][O:2][C:3](=[O:29])/[CH:4]=[CH:5]/[C:6]1[CH:7]=[CH:8][C:9]2[O:26][C:13]3([CH2:18][CH2:17][CH2:16][N:15]([C:19](OC(C)(C)C)=O)[CH2:14]3)[NH:12][C:11](=[O:27])[C:10]=2[CH:28]=1.C=O.[BH3-]C#N.[Na+]. Given the product [CH3:1][O:2][C:3](=[O:29])/[CH:4]=[CH:5]/[C:6]1[CH:7]=[CH:8][C:9]2[O:26][C:13]3([CH2:18][CH2:17][CH2:16][N:15]([CH3:19])[CH2:14]3)[NH:12][C:11](=[O:27])[C:10]=2[CH:28]=1, predict the reactants needed to synthesize it. (4) Given the product [O:1]=[C:2]1[CH2:11][CH2:10][C:9]2[C:4](=[CH:5][CH:6]=[C:7]([C:12]([F:14])([F:13])[F:15])[CH:8]=2)[N:3]1[CH2:16][C:17]([OH:19])=[O:18], predict the reactants needed to synthesize it. The reactants are: [O:1]=[C:2]1[CH:11]=[CH:10][C:9]2[C:4](=[CH:5][CH:6]=[C:7]([C:12]([F:15])([F:14])[F:13])[CH:8]=2)[N:3]1[CH2:16][C:17]([OH:19])=[O:18].CO. (5) Given the product [F:1][C:2]1[CH:7]=[CH:6][C:5]([C:8](=[N:23][N:18]2[C:19](=[O:22])[CH2:20][CH2:21][CH:17]2[CH3:16])[CH2:9][C:10]([O:12][CH3:13])=[O:11])=[CH:4][CH:3]=1, predict the reactants needed to synthesize it. The reactants are: [F:1][C:2]1[CH:7]=[CH:6][C:5]([C:8](=O)[CH2:9][C:10]([O:12][CH3:13])=[O:11])=[CH:4][CH:3]=1.[Cl-].[CH3:16][CH:17]1[CH2:21][CH2:20][C:19](=[O:22])[N:18]1[NH3+:23].